This data is from Forward reaction prediction with 1.9M reactions from USPTO patents (1976-2016). The task is: Predict the product of the given reaction. The product is: [O:1]1[C:5]2[CH:6]=[CH:7][C:8]([C:10]3[S:11][CH:12]=[C:13]([CH2:15][O:16][CH2:24][C:25]4[CH:30]=[CH:29][CH:28]=[CH:27][N:26]=4)[N:14]=3)=[CH:9][C:4]=2[O:3][CH2:2]1. Given the reactants [O:1]1[C:5]2[CH:6]=[CH:7][C:8]([C:10]3[S:11][CH:12]=[C:13]([CH2:15][OH:16])[N:14]=3)=[CH:9][C:4]=2[O:3][CH2:2]1.[H-].[Na+].CS(O[CH2:24][C:25]1[CH:30]=[CH:29][CH:28]=[CH:27][N:26]=1)(=O)=O.C(=O)(O)[O-].[Na+], predict the reaction product.